Dataset: Full USPTO retrosynthesis dataset with 1.9M reactions from patents (1976-2016). Task: Predict the reactants needed to synthesize the given product. (1) Given the product [CH3:1][O:2][C:3]1[C:4]2[C:13]([C:14]3[CH:15]=[CH:16][CH:17]=[CH:18][CH:19]=3)=[C:12]([C:20]3[CH:25]=[CH:24][C:23]([C:26]4([NH:30][C:31](=[O:37])[O:32][C:33]([CH3:36])([CH3:35])[CH3:34])[CH2:29][CH2:28][CH2:27]4)=[CH:22][CH:21]=3)[O:11][C:5]=2[N:6]=[C:7]([S:40]([CH3:44])(=[O:42])=[O:39])[N:8]=1, predict the reactants needed to synthesize it. The reactants are: [CH3:1][O:2][C:3]1[C:4]2[C:13]([C:14]3[CH:19]=[CH:18][CH:17]=[CH:16][CH:15]=3)=[C:12]([C:20]3[CH:25]=[CH:24][C:23]([C:26]4([NH:30][C:31](=[O:37])[O:32][C:33]([CH3:36])([CH3:35])[CH3:34])[CH2:29][CH2:28][CH2:27]4)=[CH:22][CH:21]=3)[O:11][C:5]=2[N:6]=[C:7](SC)[N:8]=1.O[O:39][S:40]([O-:42])=O.[K+].[C:44](=O)([O-])O.[Na+]. (2) The reactants are: Cl.[Cl:2][C:3]1[C:7]([Cl:8])=[C:6]([CH3:9])[NH:5][C:4]=1[C:10]([NH:12][CH:13]1[CH2:18][CH2:17][NH:16][CH2:15][CH2:14]1)=[O:11].[Cl:19][C:20]1[N:25]=[C:24](Cl)[CH:23]=[CH:22][N:21]=1.CCN(CC)CC. Given the product [Cl:2][C:3]1[C:7]([Cl:8])=[C:6]([CH3:9])[NH:5][C:4]=1[C:10]([NH:12][CH:13]1[CH2:18][CH2:17][N:16]([C:22]2[CH:23]=[CH:24][N:25]=[C:20]([Cl:19])[N:21]=2)[CH2:15][CH2:14]1)=[O:11], predict the reactants needed to synthesize it. (3) Given the product [CH3:30][C:29]([Si:26]([CH3:28])([CH3:27])[O:12][CH2:11][C@@H:10]([NH:9][C:7]1[C:6]([N+:22]([O-:24])=[O:23])=[CH:5][CH:4]=[C:3]([O:2][CH3:1])[N:8]=1)[CH2:13][O:14][CH2:15][C:16]1[CH:17]=[CH:18][CH:19]=[CH:20][CH:21]=1)([CH3:32])[CH3:31], predict the reactants needed to synthesize it. The reactants are: [CH3:1][O:2][C:3]1[N:8]=[C:7]([NH:9][C@@H:10]([CH2:13][O:14][CH2:15][C:16]2[CH:21]=[CH:20][CH:19]=[CH:18][CH:17]=2)[CH2:11][OH:12])[C:6]([N+:22]([O-:24])=[O:23])=[CH:5][CH:4]=1.Cl[Si:26]([C:29]([CH3:32])([CH3:31])[CH3:30])([CH3:28])[CH3:27].N1C=CN=C1. (4) The reactants are: [C:1]([C:3]1[CH:4]=[C:5]([N:9]([CH2:16][C:17]2[S:18][CH:19]=[CH:20][CH:21]=2)[C:10](=[O:15])[CH2:11][CH2:12][CH2:13][CH3:14])[CH:6]=[CH:7][CH:8]=1)#[N:2].[N-:22]=[N+:23]=[N-:24]. Given the product [NH:22]1[C:1]([C:3]2[CH:4]=[C:5]([N:9]([CH2:16][C:17]3[S:18][CH:19]=[CH:20][CH:21]=3)[C:10](=[O:15])[CH2:11][CH2:12][CH2:13][CH3:14])[CH:6]=[CH:7][CH:8]=2)=[N:2][N:24]=[N:23]1, predict the reactants needed to synthesize it.